The task is: Predict the reactants needed to synthesize the given product.. This data is from Full USPTO retrosynthesis dataset with 1.9M reactions from patents (1976-2016). (1) Given the product [Cl:1][C:2]1[CH:3]=[C:4]([C:8]([OH:10])=[O:9])[N:5]([CH3:7])[CH:6]=1, predict the reactants needed to synthesize it. The reactants are: [Cl:1][C:2]1[CH:3]=[C:4]([C:8]([O:10]C)=[O:9])[N:5]([CH3:7])[CH:6]=1.[OH-].[Na+].Cl. (2) Given the product [F:30][C:26]1([F:29])[CH2:27][CH2:28][CH:24]([C:17]2[C:18]3[C:23](=[CH:22][CH:21]=[CH:20][CH:19]=3)[N:15]([S:12]([C:9]3[CH:8]=[CH:7][C:6]([C:5]([OH:31])=[O:4])=[CH:11][CH:10]=3)(=[O:14])=[O:13])[CH:16]=2)[CH2:25]1, predict the reactants needed to synthesize it. The reactants are: [OH-].[Na+].C[O:4][C:5](=[O:31])[C:6]1[CH:11]=[CH:10][C:9]([S:12]([N:15]2[C:23]3[C:18](=[CH:19][CH:20]=[CH:21][CH:22]=3)[C:17]([CH:24]3[CH2:28][CH2:27][C:26]([F:30])([F:29])[CH2:25]3)=[CH:16]2)(=[O:14])=[O:13])=[CH:8][CH:7]=1.Cl.CCOC(C)=O. (3) Given the product [Br:1][C:2]1[CH:7]=[CH:6][C:5]([CH2:8][C:9]([NH:17][C:16]2[CH:18]=[CH:19][C:20]([Cl:21])=[C:14]([Cl:13])[CH:15]=2)=[O:11])=[C:4]([F:12])[CH:3]=1, predict the reactants needed to synthesize it. The reactants are: [Br:1][C:2]1[CH:7]=[CH:6][C:5]([CH2:8][C:9]([OH:11])=O)=[C:4]([F:12])[CH:3]=1.[Cl:13][C:14]1[CH:15]=[C:16]([CH:18]=[CH:19][C:20]=1[Cl:21])[NH2:17].CN(C(ON1N=NC2C=CC=NC1=2)=[N+](C)C)C.F[P-](F)(F)(F)(F)F.CCN(CC)CC. (4) Given the product [OH:1][CH:2]1[CH2:7][CH2:6][N:5]([C:8]([CH:10]2[CH2:15][CH2:14][CH:13]([NH:16][C:17]3[N:22]=[C:21]([N:23]4[C:27]5[CH:28]=[CH:29][CH:30]=[C:31]([C:38]6[C:34]([CH3:33])=[N:35][NH:36][CH:37]=6)[C:26]=5[N:25]=[N:24]4)[CH:20]=[CH:19][N:18]=3)[CH2:12][CH2:11]2)=[O:9])[CH2:4][CH2:3]1, predict the reactants needed to synthesize it. The reactants are: [OH:1][CH:2]1[CH2:7][CH2:6][N:5]([C:8]([CH:10]2[CH2:15][CH2:14][CH:13]([NH:16][C:17]3[N:22]=[C:21]([N:23]4[C:27]5[CH:28]=[CH:29][CH:30]=[C:31](I)[C:26]=5[N:25]=[N:24]4)[CH:20]=[CH:19][N:18]=3)[CH2:12][CH2:11]2)=[O:9])[CH2:4][CH2:3]1.[CH3:33][C:34]1[C:38](B2OC(C)(C)C(C)(C)O2)=[CH:37][NH:36][N:35]=1.C([O-])([O-])=O.[Na+].[Na+].C1(C)C=CC=CC=1.